The task is: Predict which catalyst facilitates the given reaction.. This data is from Catalyst prediction with 721,799 reactions and 888 catalyst types from USPTO. (1) Reactant: C([O:5][C:6](=[O:35])[C:7]([S:10][C:11]1[S:12][CH:13]=[C:14]([CH2:16][CH2:17][N:18]([C:26]2[C:31]([Cl:32])=[CH:30][C:29]([C:33]#[N:34])=[CH:28][N:27]=2)[CH2:19][CH2:20][CH2:21][CH2:22][CH2:23][CH2:24][CH3:25])[N:15]=1)([CH3:9])[CH3:8])(C)(C)C.FC(F)(F)C(O)=O. Product: [ClH:32].[Cl:32][C:31]1[C:26]([N:18]([CH2:19][CH2:20][CH2:21][CH2:22][CH2:23][CH2:24][CH3:25])[CH2:17][CH2:16][C:14]2[N:15]=[C:11]([S:10][C:7]([CH3:8])([CH3:9])[C:6]([OH:35])=[O:5])[S:12][CH:13]=2)=[N:27][CH:28]=[C:29]([C:33]#[N:34])[CH:30]=1. The catalyst class is: 4. (2) Reactant: [CH2:1]([N:9]=[C:10]=[O:11])[CH2:2][C:3]1[CH:8]=[CH:7][CH:6]=[CH:5][CH:4]=1.Cl.[CH2:13](N)[C:14]1[CH:19]=[CH:18][CH:17]=[CH:16][CH:15]=1.C([NH:24]C(C)C)(C)C. Product: [C:3]1([CH2:2][CH2:1][N:9]([CH2:13][C:14]2[CH:19]=[CH:18][CH:17]=[CH:16][CH:15]=2)[C:10]([NH2:24])=[O:11])[CH:8]=[CH:7][CH:6]=[CH:5][CH:4]=1. The catalyst class is: 22. (3) Reactant: C(N(CC)CC)C.[CH2:8]([O:10][C:11]1[CH:19]=[CH:18][C:17]([S:20]([N:23]2[CH2:28][CH2:27][N:26]([CH3:29])[CH2:25][CH2:24]2)(=[O:22])=[O:21])=[CH:16][C:12]=1[C:13]([NH2:15])=O)[CH3:9].FC(F)(F)C(OC(=O)C(F)(F)F)=O. Product: [CH2:8]([O:10][C:11]1[CH:19]=[CH:18][C:17]([S:20]([N:23]2[CH2:24][CH2:25][N:26]([CH3:29])[CH2:27][CH2:28]2)(=[O:22])=[O:21])=[CH:16][C:12]=1[C:13]#[N:15])[CH3:9]. The catalyst class is: 4. (4) Reactant: [CH3:1][S:2]([CH2:5][C:6]1[S:10][C:9]([C:11]([OH:13])=O)=[CH:8][CH:7]=1)(=[O:4])=[O:3].C(N(CC)C(C)C)(C)C.CN(C(ON1N=NC2C=CC=CC1=2)=[N+](C)C)C.F[P-](F)(F)(F)(F)F.[NH2:47][C@@H:48]([CH2:62][C:63]1[CH:68]=[C:67]([F:69])[CH:66]=[C:65]([F:70])[CH:64]=1)[C@H:49]([OH:61])[CH2:50][NH:51][CH2:52][C:53]1[CH:58]=[CH:57][CH:56]=[C:55]([CH2:59][CH3:60])[CH:54]=1. Product: [F:69][C:67]1[CH:68]=[C:63]([CH:64]=[C:65]([F:70])[CH:66]=1)[CH2:62][C@H:48]([NH:47][C:11]([C:9]1[S:10][C:6]([CH2:5][S:2]([CH3:1])(=[O:3])=[O:4])=[CH:7][CH:8]=1)=[O:13])[C@H:49]([OH:61])[CH2:50][NH:51][CH2:52][C:53]1[CH:58]=[CH:57][CH:56]=[C:55]([CH2:59][CH3:60])[CH:54]=1. The catalyst class is: 2. (5) Reactant: C1(S([N:10]2[C:14]3=[N:15][CH:16]=[C:17]([S:19]([CH2:21][CH3:22])=[O:20])[CH:18]=[C:13]3[CH:12]=[C:11]2[C:23]([C:30]2[CH:35]=[CH:34][C:33]([S:36]([CH3:39])(=[O:38])=[O:37])=[CH:32][CH:31]=2)=[CH:24][CH:25]2[CH2:29][CH2:28][CH2:27][CH2:26]2)(=O)=O)C=CC=CC=1.[F-].C([N+](CCCC)(CCCC)CCCC)CCC.O1CCCC1. Product: [CH:25]1([CH:24]=[C:23]([C:11]2[NH:10][C:14]3=[N:15][CH:16]=[C:17]([S:19]([CH2:21][CH3:22])=[O:20])[CH:18]=[C:13]3[CH:12]=2)[C:30]2[CH:35]=[CH:34][C:33]([S:36]([CH3:39])(=[O:38])=[O:37])=[CH:32][CH:31]=2)[CH2:29][CH2:28][CH2:27][CH2:26]1. The catalyst class is: 170.